This data is from Reaction yield outcomes from USPTO patents with 853,638 reactions. The task is: Predict the reaction yield, written as a fraction of the theoretical maximum amount of product (1.0 means a 100% yield; for example, 0.34 means a 34% yield). (1) The reactants are [NH:1]([C:3](=[O:9])[C:4](OCC)=[O:5])[NH2:2].[CH3:10][NH:11][CH3:12]. No catalyst specified. The product is [NH:1]([C:3](=[O:9])[C:4]([N:11]([CH3:12])[CH3:10])=[O:5])[NH2:2]. The yield is 0.760. (2) The reactants are COC1C=CC=CC=1[C:9]1[C:17]2[C:12](=[N:13][CH:14]=[C:15](B3OC(C)(C)C(C)(C)O3)[CH:16]=2)[N:11]([CH2:27][O:28][CH2:29][CH2:30][Si:31]([CH3:34])([CH3:33])[CH3:32])[N:10]=1.[NH2:35][C:36]1[CH:46]=[CH:45][C:44](I)=[CH:43][C:37]=1[C:38]([N:40]([CH3:42])[CH3:41])=[O:39].C1COCC1.C(=O)([O-])[O-].[Na+].[Na+]. The catalyst is C1C=CC([PH+]([C]2[CH][CH][CH][CH]2)C2C=CC=CC=2)=CC=1.C1C=CC([PH+]([C]2[CH][CH][CH][CH]2)C2C=CC=CC=2)=CC=1.C(Cl)Cl.Cl[Pd]Cl.[Fe].C(#N)C. The product is [NH2:35][C:36]1[CH:46]=[CH:45][C:44]([C:15]2[CH:16]=[C:17]3[CH:9]=[N:10][N:11]([CH2:27][O:28][CH2:29][CH2:30][Si:31]([CH3:32])([CH3:33])[CH3:34])[C:12]3=[N:13][CH:14]=2)=[CH:43][C:37]=1[C:38]([N:40]([CH3:42])[CH3:41])=[O:39]. The yield is 0.550. (3) The reactants are [C:1]([O:5][C:6]([NH:8][C@H:9]([C:30]([O:32][C:33]([CH3:36])([CH3:35])[CH3:34])=[O:31])[CH2:10][C@H:11]([CH2:19][C:20]1[CH:25]=[CH:24][C:23]([O:26][CH2:27][CH2:28][F:29])=[CH:22][N:21]=1)[C:12]([O:14][C:15]([CH3:18])([CH3:17])[CH3:16])=[O:13])=[O:7])([CH3:4])([CH3:3])[CH3:2].ClC1C=C(C=CC=1)C(OO)=[O:42]. The catalyst is ClCCl. The product is [C:1]([O:5][C:6]([NH:8][C@H:9]([C:30]([O:32][C:33]([CH3:36])([CH3:35])[CH3:34])=[O:31])[CH2:10][C@H:11]([CH2:19][C:20]1[CH:25]=[CH:24][C:23]([O:26][CH2:27][CH2:28][F:29])=[CH:22][N+:21]=1[O-:42])[C:12]([O:14][C:15]([CH3:16])([CH3:18])[CH3:17])=[O:13])=[O:7])([CH3:2])([CH3:3])[CH3:4]. The yield is 0.930. (4) The reactants are C[O:2][C:3]([C:5]1[CH:21]=[CH:20][C:8]2[C:9]([CH2:13][C:14]3[CH:19]=[CH:18][CH:17]=[CH:16][CH:15]=3)([CH3:12])[CH2:10][O:11][C:7]=2[CH:6]=1)=[O:4].[OH-].[Na+].C(O)C.Cl. The catalyst is O1CCCC1.O. The product is [CH2:13]([C:9]1([CH3:12])[C:8]2[CH:20]=[CH:21][C:5]([C:3]([OH:4])=[O:2])=[CH:6][C:7]=2[O:11][CH2:10]1)[C:14]1[CH:19]=[CH:18][CH:17]=[CH:16][CH:15]=1. The yield is 1.00. (5) The reactants are [Cl:1][C:2]1[CH:8]=[C:7]([O:9][C:10]2[C:11]3[N:18]([CH3:19])[CH:17]=[CH:16][C:12]=3[N:13]=[CH:14][N:15]=2)[CH:6]=[CH:5][C:3]=1[NH2:4].C(N(CC)CC)C.ClC(Cl)(O[C:31](=[O:37])OC(Cl)(Cl)Cl)Cl.[CH:39]1([NH2:42])[CH2:41][CH2:40]1. The catalyst is ClCCl. The product is [Cl:1][C:2]1[CH:8]=[C:7]([O:9][C:10]2[C:11]3[N:18]([CH3:19])[CH:17]=[CH:16][C:12]=3[N:13]=[CH:14][N:15]=2)[CH:6]=[CH:5][C:3]=1[NH:4][C:31]([NH:42][CH:39]1[CH2:41][CH2:40]1)=[O:37]. The yield is 0.510. (6) The yield is 0.930. The product is [Cl:23][C:9]1[N:8]=[CH:7][C:6]([C:11]2[C:16]([C:17]([F:20])([F:19])[F:18])=[CH:15][CH:14]=[CH:13][N:12]=2)=[CH:5][C:4]=1[N+:1]([O-:3])=[O:2]. The catalyst is CN(C=O)C. The reactants are [N+:1]([C:4]1[C:9](=O)[NH:8][CH:7]=[C:6]([C:11]2[C:16]([C:17]([F:20])([F:19])[F:18])=[CH:15][CH:14]=[CH:13][N:12]=2)[CH:5]=1)([O-:3])=[O:2].S(Cl)([Cl:23])=O. (7) The reactants are [CH3:1][O:2][CH:3]1[C:12]2[C:7](=[CH:8][CH:9]=[C:10]([O:13]C)[CH:11]=2)[CH:6]=[CH:5][C:4]1=O.[Na].Cl. The catalyst is C(O)C. The product is [CH3:1][O:2][C:3]1[CH:4]=[CH:5][CH:6]=[C:7]2[C:12]=1[CH2:11][C:10](=[O:13])[CH2:9][CH2:8]2. The yield is 0.600. (8) The reactants are [C:1]1([S:7]([N:10]2[C:14]3=[N:15][CH:16]=[C:17]([N+:20]([O-:22])=[O:21])[C:18](Cl)=[C:13]3[CH:12]=[CH:11]2)(=[O:9])=[O:8])[CH:6]=[CH:5][CH:4]=[CH:3][CH:2]=1.[C:23]([O:27][C:28]([N:30]1[CH2:35][CH2:34][CH2:33][CH:32]([NH2:36])[CH2:31]1)=[O:29])([CH3:26])([CH3:25])[CH3:24].C(N(C(C)C)CC)(C)C. The catalyst is CC(O)C. The product is [C:23]([O:27][C:28]([N:30]1[CH2:35][CH2:34][CH2:33][CH:32]([NH:36][C:18]2[C:17]([N+:20]([O-:22])=[O:21])=[CH:16][N:15]=[C:14]3[N:10]([S:7]([C:1]4[CH:6]=[CH:5][CH:4]=[CH:3][CH:2]=4)(=[O:9])=[O:8])[CH:11]=[CH:12][C:13]=23)[CH2:31]1)=[O:29])([CH3:26])([CH3:24])[CH3:25]. The yield is 0.870.